From a dataset of Forward reaction prediction with 1.9M reactions from USPTO patents (1976-2016). Predict the product of the given reaction. (1) Given the reactants [CH:1]1([S:4]([C:7]2[CH:12]=[CH:11][C:10]([CH:13]([CH2:18][C@H:19]3[CH2:39][CH2:38][C:21]4([O:25][C@H:24]([C:26]5[CH:31]=[CH:30][CH:29]=[CH:28][CH:27]=5)[C@@H:23]([C:32]5[CH:37]=[CH:36][CH:35]=[CH:34][CH:33]=5)[O:22]4)[CH2:20]3)[C:14](=O)[CH:15]=[CH2:16])=[CH:9][CH:8]=2)(=[O:6])=[O:5])[CH2:3][CH2:2]1.[N:40]1[CH:45]=[CH:44][CH:43]=[CH:42][C:41]=1[CH:46]=O.C([N:50](CC)CC)C.C([O-])(=O)C.[NH4+], predict the reaction product. The product is: [CH:1]1([S:4]([C:7]2[CH:12]=[CH:11][C:10]([CH:13]([C:14]3[NH:50][C:46]([C:41]4[CH:42]=[CH:43][CH:44]=[CH:45][N:40]=4)=[CH:16][CH:15]=3)[CH2:18][C@H:19]3[CH2:39][CH2:38][C:21]4([O:22][C@H:23]([C:32]5[CH:33]=[CH:34][CH:35]=[CH:36][CH:37]=5)[C@@H:24]([C:26]5[CH:27]=[CH:28][CH:29]=[CH:30][CH:31]=5)[O:25]4)[CH2:20]3)=[CH:9][CH:8]=2)(=[O:6])=[O:5])[CH2:2][CH2:3]1. (2) Given the reactants [Br:1][C:2]1[CH:3]=[N:4][CH:5]=[C:6](I)[CH:7]=1.[C:9]([O:13][C:14]([N:16]1[CH2:21][CH2:20][CH:19]([N:22]2[CH:26]=[C:25](B3OC(C)(C)C(C)(C)O3)[CH:24]=[N:23]2)[CH2:18][CH2:17]1)=[O:15])([CH3:12])([CH3:11])[CH3:10].O.O.O.P([O-])([O-])([O-])=O.[K+].[K+].[K+].C(N(CC)CC)C, predict the reaction product. The product is: [C:9]([O:13][C:14]([N:16]1[CH2:17][CH2:18][CH:19]([N:22]2[CH:26]=[C:25]([C:6]3[CH:5]=[N:4][CH:3]=[C:2]([Br:1])[CH:7]=3)[CH:24]=[N:23]2)[CH2:20][CH2:21]1)=[O:15])([CH3:12])([CH3:10])[CH3:11]. (3) Given the reactants [CH3:1][NH:2][C:3]1[N:8]=[C:7]([CH2:9][CH2:10][O:11][C:12]2[CH:24]=[CH:23][C:15]([CH2:16][C@@H:17]([C:19]([O:21][CH3:22])=[O:20])[NH2:18])=[CH:14][CH:13]=2)[CH:6]=[CH:5][CH:4]=1.[N:25]1([C:33]([O:35][C:36]([CH3:39])([CH3:38])[CH3:37])=[O:34])[CH2:29][CH2:28][CH2:27][CH:26]1[C:30]([O-])=[O:31].CN(C(ON1N=NC2C=CC=CC1=2)=[N+](C)C)C.[B-](F)(F)(F)F.[OH-].[Na+], predict the reaction product. The product is: [C:36]([O:35][C:33]([N:25]1[CH2:29][CH2:28][CH2:27][CH:26]1[C:30]([NH:18][C@H:17]([C:19]([O:21][CH3:22])=[O:20])[CH2:16][C:15]1[CH:14]=[CH:13][C:12]([O:11][CH2:10][CH2:9][C:7]2[CH:6]=[CH:5][CH:4]=[C:3]([NH:2][CH3:1])[N:8]=2)=[CH:24][CH:23]=1)=[O:31])=[O:34])([CH3:39])([CH3:38])[CH3:37]. (4) Given the reactants C[C:2]1[N:7]=[C:6]([NH:8][S:9]([N:12]2[CH2:16][CH2:15][O:14][C:13]2=[O:17])(=[O:11])=[O:10])[CH:5]=[CH:4][CH:3]=1.NC1N=C([NH:25][C:26](=[O:32])[O:27][C:28]([CH3:31])([CH3:30])[CH3:29])C=CC=1, predict the reaction product. The product is: [O:17]=[C:13]1[N:12]([S:9]([NH:8][C:6]2[N:7]=[C:2]([NH:25][C:26](=[O:32])[O:27][C:28]([CH3:31])([CH3:30])[CH3:29])[CH:3]=[CH:4][CH:5]=2)(=[O:10])=[O:11])[CH2:16][CH2:15][O:14]1. (5) Given the reactants [CH3:1][N:2]([CH3:11])[C:3]1[CH:10]=[CH:9][C:6]([C:7]#[N:8])=[CH:5][N:4]=1.N.[H][H], predict the reaction product. The product is: [NH2:8][CH2:7][C:6]1[CH:9]=[CH:10][C:3]([N:2]([CH3:11])[CH3:1])=[N:4][CH:5]=1.